Dataset: Reaction yield outcomes from USPTO patents with 853,638 reactions. Task: Predict the reaction yield, written as a fraction of the theoretical maximum amount of product (1.0 means a 100% yield; for example, 0.34 means a 34% yield). (1) The reactants are [I:1][C:2]1[CH:3]=[C:4]2[C:8](=[CH:9][CH:10]=1)[NH:7][C:6](=[O:11])[C:5]2=O.C(O)(C(F)(F)F)=O.[CH3:20][O:21][C:22]([C:24]1[CH:50]=[CH:49][C:27]([C:28]([NH:30][CH2:31][C:32]2[CH:48]=[CH:47][C:35]([C:36]([NH:38][NH:39]C(OC(C)(C)C)=O)=[O:37])=[CH:34][CH:33]=2)=[O:29])=[CH:26][CH:25]=1)=[O:23]. The catalyst is C(O)(=O)C. The product is [I:1][C:2]1[CH:3]=[C:4]2[C:8](=[CH:9][CH:10]=1)[NH:7][C:6](=[O:11])[C:5]2=[N:39][NH:38][C:36]([C:35]1[CH:47]=[CH:48][C:32]([CH2:31][NH:30][C:28]([C:27]2[CH:26]=[CH:25][C:24]([C:22]([O:21][CH3:20])=[O:23])=[CH:50][CH:49]=2)=[O:29])=[CH:33][CH:34]=1)=[O:37]. The yield is 0.860. (2) The reactants are [OH:1][C:2]([CH3:35])([CH3:34])[CH2:3][C@@:4]1([C:28]2[CH:33]=[CH:32][CH:31]=[CH:30][CH:29]=2)[O:9][C:8](=[O:10])[N:7]([C@H:11]([C:13]2[CH:18]=[CH:17][C:16](B3OC(C)(C)C(C)(C)O3)=[CH:15][CH:14]=2)[CH3:12])[CH2:6][CH2:5]1.[CH2:36]([O:38][C:39]([C:41]1([C:44]2[CH:49]=[C:48](Br)[CH:47]=[CH:46][N:45]=2)[CH2:43][CH2:42]1)=[O:40])[CH3:37]. No catalyst specified. The product is [CH2:36]([O:38][C:39]([C:41]1([C:44]2[CH:49]=[C:48]([C:16]3[CH:15]=[CH:14][C:13]([C@@H:11]([N:7]4[CH2:6][CH2:5][C@:4]([CH2:3][C:2]([OH:1])([CH3:34])[CH3:35])([C:28]5[CH:33]=[CH:32][CH:31]=[CH:30][CH:29]=5)[O:9][C:8]4=[O:10])[CH3:12])=[CH:18][CH:17]=3)[CH:47]=[CH:46][N:45]=2)[CH2:43][CH2:42]1)=[O:40])[CH3:37]. The yield is 0.810.